Task: Predict the reaction yield, written as a fraction of the theoretical maximum amount of product (1.0 means a 100% yield; for example, 0.34 means a 34% yield).. Dataset: Reaction yield outcomes from USPTO patents with 853,638 reactions (1) The reactants are [NH2:1][C:2]1[C:11]([N+:12]([O-:14])=[O:13])=[CH:10][C:5]([C:6]([O:8][CH3:9])=[O:7])=[CH:4][C:3]=1[N+:15]([O-])=O. The catalyst is CO.C1CCCCC1.[Pd]. The product is [NH2:15][C:3]1[CH:4]=[C:5]([CH:10]=[C:11]([N+:12]([O-:14])=[O:13])[C:2]=1[NH2:1])[C:6]([O:8][CH3:9])=[O:7]. The yield is 0.800. (2) The yield is 0.680. The reactants are Cl.C(OC(=O)[NH:8][CH:9]1[CH2:12][N:11]([C:13]([C:15]2[N:16]=[C:17]3[C:22]([C:23]([F:26])([F:25])[F:24])=[CH:21][C:20]([C:27]4[CH:31]=[CH:30][O:29][CH:28]=4)=[CH:19][N:18]3[C:32]=2[Cl:33])=[O:14])[CH2:10]1)(C)(C)C. The catalyst is O1CCOCC1. The product is [ClH:33].[NH2:8][CH:9]1[CH2:10][N:11]([C:13]([C:15]2[N:16]=[C:17]3[C:22]([C:23]([F:26])([F:25])[F:24])=[CH:21][C:20]([C:27]4[CH:31]=[CH:30][O:29][CH:28]=4)=[CH:19][N:18]3[C:32]=2[Cl:33])=[O:14])[CH2:12]1. (3) The reactants are [OH2:1].Cl.O[NH2:4].C(=O)([O-])[O-].[Na+].[Na+].[O:11]1[C:15]2([CH2:20][CH2:19][CH2:18][CH2:17][CH2:16]2)[O:14][CH2:13][C@@H:12]1[CH:21]=O. The product is [O:11]1[C:15]2([CH2:20][CH2:19][CH2:18][CH2:17][CH2:16]2)[O:14][CH2:13][C@@H:12]1[CH:21]=[N:4][OH:1]. The yield is 0.990. The catalyst is C1COCC1. (4) The reactants are [NH2:1][C:2]1[CH:7]=[CH:6][CH:5]=[CH:4][CH:3]=1.[Cl:8][C:9]1[N:14]=[C:13](Cl)[C:12]([Cl:16])=[CH:11][N:10]=1.C(=O)([O-])[O-].[K+].[K+]. The catalyst is C(O)C. The product is [Cl:8][C:9]1[N:14]=[C:13]([NH:1][C:2]2[CH:7]=[CH:6][CH:5]=[CH:4][CH:3]=2)[C:12]([Cl:16])=[CH:11][N:10]=1. The yield is 0.700. (5) The reactants are F[C:2]1[CH:7]=[CH:6][C:5]([N+:8]([O-:10])=[O:9])=[C:4]([O:11][CH:12]([CH3:14])[CH3:13])[CH:3]=1.[OH-:15].[Na+].Cl. The catalyst is CS(C)=O. The product is [CH3:13][CH:12]([O:11][C:4]1[CH:3]=[C:2]([OH:15])[CH:7]=[CH:6][C:5]=1[N+:8]([O-:10])=[O:9])[CH3:14]. The yield is 0.740. (6) The reactants are [C:1]([O:5][C:6](=[O:42])[N:7]([C:15]1[S:16][C:17]([CH:21](O)[C:22]2[C:30]3[C:25](=[N:26][CH:27]=[CH:28][CH:29]=3)[N:24]([Si](C(C)C)(C(C)C)C(C)C)[CH:23]=2)=[C:18]([Cl:20])[N:19]=1)[CH2:8][C:9]1[CH:14]=[CH:13][N:12]=[CH:11][CH:10]=1)([CH3:4])([CH3:3])[CH3:2].C([SiH](CC)CC)C.FC(F)(F)C(O)=O. The catalyst is C(#N)C. The product is [C:1]([O:5][C:6](=[O:42])[N:7]([C:15]1[S:16][C:17]([CH2:21][C:22]2[C:30]3[C:25](=[N:26][CH:27]=[CH:28][CH:29]=3)[NH:24][CH:23]=2)=[C:18]([Cl:20])[N:19]=1)[CH2:8][C:9]1[CH:14]=[CH:13][N:12]=[CH:11][CH:10]=1)([CH3:4])([CH3:2])[CH3:3]. The yield is 0.490.